This data is from Peptide-MHC class I binding affinity with 185,985 pairs from IEDB/IMGT. The task is: Regression. Given a peptide amino acid sequence and an MHC pseudo amino acid sequence, predict their binding affinity value. This is MHC class I binding data. The peptide sequence is SIFFDYMAI. The MHC is HLA-A30:01 with pseudo-sequence HLA-A30:01. The binding affinity (normalized) is 0.213.